This data is from Reaction yield outcomes from USPTO patents with 853,638 reactions. The task is: Predict the reaction yield, written as a fraction of the theoretical maximum amount of product (1.0 means a 100% yield; for example, 0.34 means a 34% yield). (1) The reactants are [F:1][C:2]1[C:9]([F:10])=[CH:8][CH:7]=[CH:6][C:3]=1[CH:4]=[O:5].C1C(=O)N([Br:18])C(=O)C1. The catalyst is OS(O)(=O)=O. The product is [Br:18][C:7]1[CH:8]=[C:9]([F:10])[C:2]([F:1])=[C:3]([CH:6]=1)[CH:4]=[O:5]. The yield is 1.00. (2) The reactants are [CH3:1][O:2][C:3]([C:5]1[C:14]2[C:13]([F:16])([F:15])[C:12](=[O:17])[CH:11]=[CH:10][C:9]=2[N:8]=[CH:7][C:6]=1[OH:18])=[O:4].[C:19](OC(=O)C)(=[O:21])[CH3:20].C(OCC)(=O)C. The catalyst is CC(C)=O. The product is [CH3:1][O:2][C:3]([C:5]1[C:14]2[C:13]([F:16])([F:15])[C:12](=[O:17])[CH:11]=[CH:10][C:9]=2[N:8]=[CH:7][C:6]=1[O:18][C:19](=[O:21])[CH3:20])=[O:4]. The yield is 0.400. (3) The reactants are [Br:1][C:2]1[S:6][C:5]([NH:7][C:8](=[O:16])OC2C=CC=CC=2)=[N:4][N:3]=1.[NH2:17][C:18]1[CH:23]=[CH:22][CH:21]=[CH:20][CH:19]=1.C(N(CC)CC)C. The catalyst is C1COCC1. The product is [Br:1][C:2]1[S:6][C:5]([NH:7][C:8]([NH:17][C:18]2[CH:23]=[CH:22][CH:21]=[CH:20][CH:19]=2)=[O:16])=[N:4][N:3]=1. The yield is 0.500. (4) The reactants are [N:1]1[CH:6]=[CH:5][CH:4]=[C:3]([N:7]2[CH:11]=[C:10]([NH2:12])[CH:9]=[N:8]2)[CH:2]=1.[F:13][C:14]([F:22])([F:21])[CH2:15][CH:16]([CH3:20])[C:17](O)=[O:18].Cl.CN(C)CCCN=C=NCC. The catalyst is ClC(Cl)C. The product is [F:13][C:14]([F:22])([F:21])[CH2:15][CH:16]([CH3:20])[C:17]([NH:12][C:10]1[CH:9]=[N:8][N:7]([C:3]2[CH:2]=[N:1][CH:6]=[CH:5][CH:4]=2)[CH:11]=1)=[O:18]. The yield is 0.550. (5) The reactants are [BH4-].[Na+].[C:3]([C:6]1[S:7][CH:8]=[C:9]([C:11]([NH:13][C@@H:14]([CH3:31])[CH2:15][N:16]2[CH:20]=[CH:19][C:18]([C:21]3[CH:26]=[CH:25][C:24]([C:27]#[N:28])=[C:23]([Cl:29])[C:22]=3[CH3:30])=[N:17]2)=[O:12])[N:10]=1)(=[O:5])[CH3:4]. The catalyst is O.C(O)C. The product is [Cl:29][C:23]1[C:22]([CH3:30])=[C:21]([C:18]2[CH:19]=[CH:20][N:16]([CH2:15][C@@H:14]([NH:13][C:11]([C:9]3[N:10]=[C:6]([CH:3]([OH:5])[CH3:4])[S:7][CH:8]=3)=[O:12])[CH3:31])[N:17]=2)[CH:26]=[CH:25][C:24]=1[C:27]#[N:28]. The yield is 0.681.